From a dataset of Full USPTO retrosynthesis dataset with 1.9M reactions from patents (1976-2016). Predict the reactants needed to synthesize the given product. (1) Given the product [CH3:3][C:4]1[CH:5]=[C:6]([C:16]([OH:18])=[O:17])[C:7]([C:10]2[CH:15]=[CH:14][CH:13]=[CH:12][CH:11]=2)=[CH:8][CH:9]=1, predict the reactants needed to synthesize it. The reactants are: [OH-].[Na+].[CH3:3][C:4]1[CH:5]=[C:6]([C:16]([O:18]C)=[O:17])[C:7]([C:10]2[CH:15]=[CH:14][CH:13]=[CH:12][CH:11]=2)=[CH:8][CH:9]=1. (2) Given the product [N+:1]([C:4]1[C:5]([C:9]2[S:30][C:25]3[CH:26]=[CH:27][CH:28]=[CH:29][C:24]=3[N:23]=2)=[N:6][NH:7][CH:8]=1)([O-:3])=[O:2], predict the reactants needed to synthesize it. The reactants are: [N+:1]([C:4]1[C:5]([C:9](O)=O)=[N:6][NH:7][CH:8]=1)([O-:3])=[O:2].CN(C=O)C.C(Cl)(=O)C(Cl)=O.[NH2:23][C:24]1[CH:29]=[CH:28][CH:27]=[CH:26][C:25]=1[SH:30]. (3) Given the product [N+:1]([C:4]1[CH:9]=[CH:8][CH:7]=[CH:6][C:5]=1[NH:10][C:11]([O:26][CH:25]([CH:22]1[CH2:21][CH2:20][NH:19][CH2:24][CH2:23]1)[C:22]1[CH:23]=[CH:24][N:19]=[CH:20][CH:21]=1)=[O:12])([O-:3])=[O:2], predict the reactants needed to synthesize it. The reactants are: [N+:1]([C:4]1[CH:9]=[CH:8][CH:7]=[CH:6][C:5]=1[N:10]=[C:11]=[O:12])([O-:3])=[O:2].N1C=CC([N:19]2[CH2:24][CH2:23][CH:22]([CH2:25][OH:26])[CH2:21][CH2:20]2)=CC=1. (4) Given the product [NH2:27][C:28]1[C:29]([C:36]([N:38]=[C:39]([NH2:42])[NH:11][CH2:12][CH2:13][CH2:14][CH2:15][CH2:16][CH2:17][CH2:18][CH2:19][CH2:20][CH2:21][CH2:22][C:23]([NH2:25])=[O:24])=[O:37])=[N:30][C:31]([Cl:35])=[C:32]([NH2:34])[N:33]=1, predict the reactants needed to synthesize it. The reactants are: C(N(C(C)C)CC)(C)C.Cl.[NH2:11][CH2:12][CH2:13][CH2:14][CH2:15][CH2:16][CH2:17][CH2:18][CH2:19][CH2:20][CH2:21][CH2:22][C:23]([NH2:25])=[O:24].I.[NH2:27][C:28]1[C:29]([C:36]([NH:38][C:39](=[NH:42])SC)=[O:37])=[N:30][C:31]([Cl:35])=[C:32]([NH2:34])[N:33]=1.